From a dataset of Catalyst prediction with 721,799 reactions and 888 catalyst types from USPTO. Predict which catalyst facilitates the given reaction. (1) Reactant: [CH3:1][N:2]1[C:6]([C:7](=[O:24])[NH:8][C:9]2[CH:10]=[CH:11][C:12]3[N:13]([N:15]=[C:16]([C:18]4[CH:23]=[CH:22][CH:21]=[CH:20][CH:19]=4)[N:17]=3)[CH:14]=2)=[C:5]([C:25]([OH:27])=O)[CH:4]=[N:3]1.[NH:28]1[CH2:32][CH2:31][CH2:30][CH2:29]1.CCCP(=O)=O.C(OCC)(=O)C.C(N(CC)C(C)C)(C)C. Product: [C:18]1([C:16]2[N:17]=[C:12]3[CH:11]=[CH:10][C:9]([NH:8][C:7]([C:6]4[N:2]([CH3:1])[N:3]=[CH:4][C:5]=4[C:25]([N:28]4[CH2:32][CH2:31][CH2:30][CH2:29]4)=[O:27])=[O:24])=[CH:14][N:13]3[N:15]=2)[CH:23]=[CH:22][CH:21]=[CH:20][CH:19]=1. The catalyst class is: 7. (2) Reactant: [CH:1]1[CH:6]=[CH:5][CH:4]=[CH:3][CH:2]=1.[CH2:7]([C:9]1C=CC=CC=1)[CH3:8]. Product: [C:1]1([CH:7]([CH3:9])[CH3:8])[CH:6]=[CH:5][CH:4]=[CH:3][CH:2]=1. The catalyst class is: 6. (3) Reactant: C(OC([NH:11][NH:12][C:13]([CH:15]([CH:20]1[CH2:25][CH2:24][N:23]([C:26]([O:28][C:29]([CH3:32])([CH3:31])[CH3:30])=[O:27])[CH2:22][CH2:21]1)[CH2:16][CH2:17][CH2:18][Cl:19])=[O:14])=O)C1C=CC=CC=1. Product: [Cl:19][CH2:18][CH2:17][CH2:16][CH:15]([CH:20]1[CH2:25][CH2:24][N:23]([C:26]([O:28][C:29]([CH3:32])([CH3:31])[CH3:30])=[O:27])[CH2:22][CH2:21]1)[C:13]([NH:12][NH2:11])=[O:14]. The catalyst class is: 129. (4) Reactant: COP([CH:7]([N:13]([CH2:19][CH:20](OC)OC)C(OCC)=O)[C:8]1[S:9][CH:10]=[CH:11][CH:12]=1)(=O)OC.[NH4+].[OH-]. Product: [S:9]1[C:8]2=[CH:7][N:13]=[CH:19][CH:20]=[C:12]2[CH:11]=[CH:10]1. The catalyst class is: 642.